This data is from Forward reaction prediction with 1.9M reactions from USPTO patents (1976-2016). The task is: Predict the product of the given reaction. (1) Given the reactants [CH3:1][C:2]1[CH:10]=[C:9]2[C:5]([CH:6]=[CH:7][NH:8]2)=[CH:4][CH:3]=1.[H-].[Na+].[N:13]1[CH:18]=[CH:17][CH:16]=[CH:15][C:14]=1[S:19](Cl)(=[O:21])=[O:20], predict the reaction product. The product is: [CH3:1][C:2]1[CH:10]=[C:9]2[C:5]([CH:6]=[CH:7][N:8]2[S:19]([C:14]2[CH:15]=[CH:16][CH:17]=[CH:18][N:13]=2)(=[O:21])=[O:20])=[CH:4][CH:3]=1. (2) Given the reactants Br[C:2]1[CH:10]=[C:6]([C:7](O)=[O:8])[C:5]([OH:11])=[C:4]([N+]([O-])=O)[CH:3]=1.S(Cl)(Cl)=O.[CH3:19][NH:20][CH3:21].C1COCC1.S(=O)(=O)(O)O, predict the reaction product. The product is: [OH:11][C:5]1[CH:4]=[CH:3][CH:2]=[CH:10][C:6]=1[C:7]([N:20]([CH3:21])[CH3:19])=[O:8].